Dataset: Full USPTO retrosynthesis dataset with 1.9M reactions from patents (1976-2016). Task: Predict the reactants needed to synthesize the given product. (1) Given the product [Cl:66][C:67]1[CH:72]=[CH:71][C:70]([Cl:73])=[CH:69][C:68]=1[CH2:74][NH:75][C:20](=[O:22])[CH2:19][CH2:18][N:15]1[CH2:16][CH2:17][CH:12]([NH:11][CH2:10][C@H:9]([OH:8])[C:23]2[CH:32]=[CH:31][C:30]([OH:33])=[C:29]3[C:24]=2[CH:25]=[CH:26][C:27](=[O:34])[NH:28]3)[CH2:13][CH2:14]1, predict the reactants needed to synthesize it. The reactants are: [Si]([O:8][C@H:9]([C:23]1[CH:32]=[CH:31][C:30]([OH:33])=[C:29]2[C:24]=1[CH:25]=[CH:26][C:27](=[O:34])[NH:28]2)[CH2:10][NH:11][CH:12]1[CH2:17][CH2:16][N:15]([CH2:18][CH2:19][C:20]([OH:22])=O)[CH2:14][CH2:13]1)(C(C)(C)C)(C)C.CN(C(ON1N=NC2C=CC=NC1=2)=[N+](C)C)C.F[P-](F)(F)(F)(F)F.C(N(CC)CC)C.[Cl:66][C:67]1[CH:72]=[CH:71][C:70]([Cl:73])=[CH:69][C:68]=1[CH2:74][NH2:75]. (2) Given the product [CH3:25][O:24][C:21]1[CH:20]=[CH:19][C:18]([C:16]2[N:17]=[C:13]([C:11]3[CH:12]=[C:7]([C:5]([OH:6])=[O:4])[C:8]([C:26]4[CH:31]=[CH:30][CH:29]=[CH:28][C:27]=4[N+:32]([O-:34])=[O:33])=[CH:9][CH:10]=3)[S:14][CH:15]=2)=[CH:23][CH:22]=1, predict the reactants needed to synthesize it. The reactants are: [OH-].[Na+].C[O:4][C:5]([C:7]1[C:8]([C:26]2[CH:31]=[CH:30][CH:29]=[CH:28][C:27]=2[N+:32]([O-:34])=[O:33])=[CH:9][CH:10]=[C:11]([C:13]2[S:14][CH:15]=[C:16]([C:18]3[CH:23]=[CH:22][C:21]([O:24][CH3:25])=[CH:20][CH:19]=3)[N:17]=2)[CH:12]=1)=[O:6]. (3) The reactants are: [NH2:1][C:2]1[C:7](Br)=[N:6][C:5]([Br:9])=[CH:4][N:3]=1.C(=O)([O-])[O-].[Na+].[Na+].[Cl:16][C:17]1[CH:22]=[CH:21][CH:20]=[CH:19][C:18]=1B(O)O.C(O)(=O)CC(CC(O)=O)(C(O)=O)O. Given the product [Br:9][C:5]1[N:6]=[C:7]([C:18]2[CH:19]=[CH:20][CH:21]=[CH:22][C:17]=2[Cl:16])[C:2]([NH2:1])=[N:3][CH:4]=1, predict the reactants needed to synthesize it. (4) Given the product [CH2:27]([C:28]1[CH:29]=[CH:5][C:6]([CH2:7][C:8]([CH3:3])=[CH2:12])=[CH:9][CH:10]=1)[CH3:26], predict the reactants needed to synthesize it. The reactants are: [Mg].Br[C:3]1[CH:8]=[CH:7][C:6]([CH2:9][CH3:10])=[CH:5]C=1.Cl[CH2:12]C(C)=C.[Cl-].[NH4+].S([O-])([O-])(=O)=O.[Na+].[Na+].O1[CH2:29][CH2:28][CH2:27][CH2:26]1. (5) The reactants are: [N:1]1([C:6]([CH2:17][C:18]#[N:19])([C:12]([O:14][CH2:15][CH3:16])=[O:13])[C:7](OCC)=[O:8])[CH:5]=[CH:4][CH:3]=[CH:2]1.C(N)(=[O:22])C.C(=O)([O-])[O-].[Na+].[Na+]. Given the product [N:1]1([C:6]2([C:12]([O:14][CH2:15][CH3:16])=[O:13])[CH2:17][C:18](=[O:22])[NH:19][C:7]2=[O:8])[CH:5]=[CH:4][CH:3]=[CH:2]1, predict the reactants needed to synthesize it. (6) The reactants are: [CH:1]([C:4]1[CH:9]=[CH:8][C:7]([C:10]2[O:14][C:13]([C:15]3[CH:20]=[CH:19][CH:18]=[C:17]([C:21]([O:23]C)=[O:22])[CH:16]=3)=[C:12]([C:25]([O:27]C)=[O:26])[CH:11]=2)=[CH:6][CH:5]=1)([CH3:3])[CH3:2].O[Li].O.C(O)(=O)C. Given the product [C:21]([C:17]1[CH:16]=[C:15]([C:13]2[O:14][C:10]([C:7]3[CH:6]=[CH:5][C:4]([CH:1]([CH3:3])[CH3:2])=[CH:9][CH:8]=3)=[CH:11][C:12]=2[C:25]([OH:27])=[O:26])[CH:20]=[CH:19][CH:18]=1)([OH:23])=[O:22], predict the reactants needed to synthesize it.